Dataset: NCI-60 drug combinations with 297,098 pairs across 59 cell lines. Task: Regression. Given two drug SMILES strings and cell line genomic features, predict the synergy score measuring deviation from expected non-interaction effect. Drug 1: C1=C(C(=O)NC(=O)N1)F. Drug 2: C1=CN(C=N1)CC(O)(P(=O)(O)O)P(=O)(O)O. Cell line: UO-31. Synergy scores: CSS=28.4, Synergy_ZIP=-1.83, Synergy_Bliss=-2.48, Synergy_Loewe=-0.737, Synergy_HSA=0.00712.